This data is from Catalyst prediction with 721,799 reactions and 888 catalyst types from USPTO. The task is: Predict which catalyst facilitates the given reaction. Reactant: [CH2:1]1[C:9]2[C:4](=[CH:5][CH:6]=[CH:7][CH:8]=2)[CH:3]=[CH:2]1.P([O-])([O-])([O-])=[O:11].OO.S([O-])([O-])(=O)=S.[Na+].[Na+]. Product: [C@@H:1]12[O:11][C@@H:2]1[CH2:3][C:4]1[C:9]2=[CH:8][CH:7]=[CH:6][CH:5]=1. The catalyst class is: 4.